Dataset: Reaction yield outcomes from USPTO patents with 853,638 reactions. Task: Predict the reaction yield, written as a fraction of the theoretical maximum amount of product (1.0 means a 100% yield; for example, 0.34 means a 34% yield). (1) The reactants are [Cl:1][C:2]1[CH:3]=[C:4]([CH:8]=[CH:9][CH:10]=1)/[CH:5]=[N:6]\[OH:7].[ClH:11].OS([O-])(=O)=O.OS(O[O-])(=O)=O.OS(O[O-])(=O)=O.[O-]S([O-])(=O)=O.[K+].[K+].[K+].[K+].[K+]. The catalyst is CN(C=O)C. The product is [OH:7]/[N:6]=[C:5](\[Cl:11])/[C:4]1[CH:8]=[CH:9][CH:10]=[C:2]([Cl:1])[CH:3]=1. The yield is 1.00. (2) The reactants are CS(O[CH2:6][CH:7]1[S:11][C:10]([C:12]2[NH:13][C:14]3[C:19]([CH:20]=2)=[CH:18][CH:17]=[CH:16][C:15]=3[N:21]([CH3:31])[S:22]([C:25]2[CH:30]=[CH:29][CH:28]=[CH:27][N:26]=2)(=[O:24])=[O:23])=[N:9][CH2:8]1)(=O)=O.[NH:32]1[CH:36]=[CH:35][N:34]=[C:33]1[C:37]([O:39][CH2:40][CH3:41])=[O:38].C(=O)([O-])[O-].[K+].[K+].CN(C)C=O. The catalyst is O. The product is [CH3:31][N:21]([S:22]([C:25]1[CH:30]=[CH:29][CH:28]=[CH:27][N:26]=1)(=[O:24])=[O:23])[C:15]1[CH:16]=[CH:17][CH:18]=[C:19]2[C:14]=1[NH:13][C:12]([C:10]1[S:11][CH:7]([CH2:6][N:32]3[CH:36]=[CH:35][N:34]=[C:33]3[C:37]([O:39][CH2:40][CH3:41])=[O:38])[CH2:8][N:9]=1)=[CH:20]2. The yield is 0.830. (3) The reactants are [Br:1][C:2]1[CH:6]=[N:5][N:4]([CH3:7])[C:3]=1[C:8]1[CH:9]=[C:10]([NH2:16])[CH:11]=[CH:12][C:13]=1[O:14][CH3:15].[F:17][C:18]1[CH:23]=[CH:22][CH:21]=[CH:20][C:19]=1[N:24]=[C:25]=[O:26]. The catalyst is C(Cl)Cl. The product is [Br:1][C:2]1[CH:6]=[N:5][N:4]([CH3:7])[C:3]=1[C:8]1[CH:9]=[C:10]([NH:16][C:25]([NH:24][C:19]2[CH:20]=[CH:21][CH:22]=[CH:23][C:18]=2[F:17])=[O:26])[CH:11]=[CH:12][C:13]=1[O:14][CH3:15]. The yield is 0.910. (4) The reactants are [NH2:1][C:2]1[N:3]([CH3:27])[C:4](=[O:26])[C:5]([C:18]2[CH:23]=[CH:22][C:21]([F:24])=[C:20](Br)[CH:19]=2)([C:7]2[CH:12]=[CH:11][C:10]([O:13][CH:14]([F:16])[F:15])=[C:9]([CH3:17])[CH:8]=2)[N:6]=1.N1[CH2:32][CH2:31][CH2:30][CH2:29]1.[CH:33]#CCCC.N#N. The catalyst is [Cu]I.C(#N)C. The product is [NH2:1][C:2]1[N:3]([CH3:27])[C:4](=[O:26])[C:5]([C:7]2[CH:12]=[CH:11][C:10]([O:13][CH:14]([F:16])[F:15])=[C:9]([CH3:17])[CH:8]=2)([C:18]2[CH:23]=[CH:22][C:21]([F:24])=[C:20]([C:29]#[C:30][CH:31]([CH3:32])[CH3:33])[CH:19]=2)[N:6]=1. The yield is 0.870. (5) The reactants are [Cl:1][C:2]1[N:7]=[CH:6][C:5]([NH:8][CH3:9])=[C:4]([C:10]2[CH:15]=[CH:14][CH:13]=[CH:12][C:11]=2[CH3:16])[CH:3]=1.[F:17][C:18]([F:36])([F:35])[C:19]1[CH:20]=[C:21]([C:29]([CH3:34])([CH3:33])[C:30](Cl)=[O:31])[CH:22]=[C:23]([C:25]([F:28])([F:27])[F:26])[CH:24]=1.C([O-])(O)=O.[Na+]. The catalyst is CN(C1C=CN=CC=1)C.C1(C)C=CC=CC=1. The product is [F:28][C:25]([F:26])([F:27])[C:23]1[CH:22]=[C:21]([C:29]([CH3:33])([CH3:34])[C:30]([N:8]([C:5]2[CH:6]=[N:7][C:2]([Cl:1])=[CH:3][C:4]=2[C:10]2[CH:15]=[CH:14][CH:13]=[CH:12][C:11]=2[CH3:16])[CH3:9])=[O:31])[CH:20]=[C:19]([C:18]([F:17])([F:35])[F:36])[CH:24]=1. The yield is 0.839.